Dataset: Forward reaction prediction with 1.9M reactions from USPTO patents (1976-2016). Task: Predict the product of the given reaction. (1) Given the reactants [CH2:1]([C@H:3]1[NH:8][C:7](=O)[CH2:6][N:5]([CH2:10][C:11]2[CH:16]=[CH:15][CH:14]=[CH:13][CH:12]=2)[C:4]1=O)[CH3:2].[H-].[Al+3].[Li+].[H-].[H-].[H-], predict the reaction product. The product is: [CH2:1]([C@H:3]1[NH:8][CH2:7][CH2:6][N:5]([CH2:10][C:11]2[CH:16]=[CH:15][CH:14]=[CH:13][CH:12]=2)[CH2:4]1)[CH3:2]. (2) Given the reactants [CH3:1][C:2]1[CH:25]=[CH:24][C:5]([CH2:6][CH2:7][C:8]2[S:9][C:10]3[N:11]=[C:12]([NH2:23])[N:13]=[C:14]([N:17]4[CH2:22][CH2:21][NH:20][CH2:19][CH2:18]4)[C:15]=3[N:16]=2)=[CH:4][CH:3]=1.[Cl:26][C:27]1[CH:37]=[CH:36][C:30]([O:31][CH2:32][C:33](O)=[O:34])=[CH:29][CH:28]=1, predict the reaction product. The product is: [NH2:23][C:12]1[N:13]=[C:14]([N:17]2[CH2:18][CH2:19][N:20]([C:33](=[O:34])[CH2:32][O:31][C:30]3[CH:36]=[CH:37][C:27]([Cl:26])=[CH:28][CH:29]=3)[CH2:21][CH2:22]2)[C:15]2[N:16]=[C:8]([CH2:7][CH2:6][C:5]3[CH:4]=[CH:3][C:2]([CH3:1])=[CH:25][CH:24]=3)[S:9][C:10]=2[N:11]=1. (3) Given the reactants CC([Si](C)(C)[O:6][CH:7]1[CH2:10][C:9]2([CH2:14][CH:13]([C:15]([O:17][CH2:18][CH3:19])=[O:16])[N:12]([C:20]([O:22][CH2:23][C:24]3[CH:29]=[CH:28][CH:27]=[CH:26][CH:25]=3)=[O:21])[CH2:11]2)[CH2:8]1)(C)C.C(O)(=O)C.CCCC[N+](CCCC)(CCCC)CCCC.[F-], predict the reaction product. The product is: [OH:6][CH:7]1[CH2:8][C:9]2([CH2:14][CH:13]([C:15]([O:17][CH2:18][CH3:19])=[O:16])[N:12]([C:20]([O:22][CH2:23][C:24]3[CH:25]=[CH:26][CH:27]=[CH:28][CH:29]=3)=[O:21])[CH2:11]2)[CH2:10]1. (4) Given the reactants [N+:1]([C:4]1[CH:5]=[C:6]2[C:11](=[CH:12][CH:13]=1)[N:10]=[C:9]([C:14]1[CH:19]=[N:18][CH:17]=[CH:16][N:15]=1)[NH:8][C:7]2=O)([O-:3])=[O:2].CN(C)C1C=CC=CC=1.O=P(Cl)(Cl)[Cl:32], predict the reaction product. The product is: [Cl:32][C:7]1[C:6]2[C:11](=[CH:12][CH:13]=[C:4]([N+:1]([O-:3])=[O:2])[CH:5]=2)[N:10]=[C:9]([C:14]2[CH:19]=[N:18][CH:17]=[CH:16][N:15]=2)[N:8]=1. (5) Given the reactants [CH2:1]([NH:3][C:4]([NH:6][C:7]1[CH:12]=[CH:11][C:10]([C:13]2[N:14]=[C:15]([N:23]3[CH2:28][CH2:27][O:26][CH2:25][C@@H:24]3[CH2:29][CH3:30])[C:16]3[CH2:22][CH2:21][NH:20][CH2:19][C:17]=3[N:18]=2)=[CH:9][CH:8]=1)=[O:5])[CH3:2].CN(C)C=O.C(N(CC)C(C)C)(C)C.[C:45](Cl)(=[O:47])[CH3:46], predict the reaction product. The product is: [C:45]([N:20]1[CH2:21][CH2:22][C:16]2[C:15]([N:23]3[CH2:28][CH2:27][O:26][CH2:25][C@@H:24]3[CH2:29][CH3:30])=[N:14][C:13]([C:10]3[CH:9]=[CH:8][C:7]([NH:6][C:4]([NH:3][CH2:1][CH3:2])=[O:5])=[CH:12][CH:11]=3)=[N:18][C:17]=2[CH2:19]1)(=[O:47])[CH3:46].